From a dataset of Full USPTO retrosynthesis dataset with 1.9M reactions from patents (1976-2016). Predict the reactants needed to synthesize the given product. (1) Given the product [NH2:1][C:2]1[N:7]([C:8]2[CH:9]=[CH:10][C:11]([O:12][CH2:13][CH2:14][CH2:15][NH:41][C@@H:40]([CH2:42][CH:43]([CH3:44])[CH3:45])[C:39]([O:38][CH:33]3[CH2:34][CH2:35][CH2:36][CH2:37]3)=[O:46])=[CH:21][CH:22]=2)[C:6](=[O:23])[CH:5]=[CH:4][C:3]=1[C:24](=[O:32])[C:25]1[CH:26]=[CH:27][C:28]([F:31])=[CH:29][CH:30]=1, predict the reactants needed to synthesize it. The reactants are: [NH2:1][C:2]1[N:7]([C:8]2[CH:22]=[CH:21][C:11]([O:12][CH2:13][CH2:14][CH2:15]OS(C)(=O)=O)=[CH:10][CH:9]=2)[C:6](=[O:23])[CH:5]=[CH:4][C:3]=1[C:24](=[O:32])[C:25]1[CH:30]=[CH:29][C:28]([F:31])=[CH:27][CH:26]=1.[CH:33]1([O:38][C:39](=[O:46])[C@H:40]([CH2:42][CH:43]([CH3:45])[CH3:44])[NH2:41])[CH2:37][CH2:36][CH2:35][CH2:34]1. (2) Given the product [CH3:1][C:2]1[C:6]([C:7]([O:9][CH3:10])=[O:8])=[CH:5][N:4]([C:16]2[CH:17]=[CH:18][C:13]([C:12]([F:23])([F:22])[F:11])=[CH:14][CH:15]=2)[N:3]=1, predict the reactants needed to synthesize it. The reactants are: [CH3:1][C:2]1[C:6]([C:7]([O:9][CH3:10])=[O:8])=[CH:5][NH:4][N:3]=1.[F:11][C:12]([F:23])([F:22])[C:13]1[CH:18]=[CH:17][C:16](B(O)O)=[CH:15][CH:14]=1. (3) Given the product [NH2:5][CH:6]([C:11]1[CH:12]=[CH:13][C:14]([CH3:17])=[CH:15][CH:16]=1)[CH2:7][C:8]([O:10][CH2:1][CH2:2][CH3:3])=[O:9], predict the reactants needed to synthesize it. The reactants are: [CH2:1](O)[CH2:2][CH3:3].[NH2:5][CH:6]([C:11]1[CH:16]=[CH:15][C:14]([CH3:17])=[CH:13][CH:12]=1)[CH2:7][C:8]([OH:10])=[O:9].S(=O)(=O)(O)O.